Dataset: TAP: 5 developability metrics (CDR length, charge patches, hydrophobicity). Task: Multi-output Regression. Predict 5 antibody developability metrics. The antibody is ["['EVQLVESGGGLVQPGGSLRLSCAASGFTFNNYAMNWVRQAPGKGLDWVSTISGSGGTTNYADSVKGRFIISRDSSKHTLYLQMNSLRAEDTAVYYCAKDSNWGNFDLWGRGTLVTVSS'\\n 'DIVMTQSPDSLAVSLGERATINCKSSQSVLYRSNNRNFLGWYQQKPGQPPNLLIYWASTRESGVPDRFSGSGSGTDFTLTISSLQAEDVAVYYCQQYYTTPYTFGQGTKLEIK']"]. Developability metrics: CDR_Length=51.0, PSH=130, PPC=0.0604, PNC=0.0750, SFvCSP=3.10.